Dataset: Forward reaction prediction with 1.9M reactions from USPTO patents (1976-2016). Task: Predict the product of the given reaction. (1) Given the reactants CO[C:3](=[O:12])[C:4]1[CH:9]=[C:8](Br)[C:7](Cl)=[N:6][CH:5]=1.[NH:13]1[CH2:17][CH2:16][CH2:15][CH2:14]1.[F:18][C:19]1[CH:24]=[CH:23][C:22](B(O)O)=[CH:21][CH:20]=1.[NH2:28][C@@H:29]([CH2:34][OH:35])[CH2:30][CH:31]([CH3:33])[CH3:32], predict the reaction product. The product is: [F:18][C:19]1[CH:24]=[CH:23][C:22]([C:8]2[C:7]([N:13]3[CH2:17][CH2:16][CH2:15][CH2:14]3)=[N:6][CH:5]=[C:4]([CH:9]=2)[C:3]([NH:28][C@@H:29]([CH2:34][OH:35])[CH2:30][CH:31]([CH3:33])[CH3:32])=[O:12])=[CH:21][CH:20]=1. (2) Given the reactants F[C:2]1[C:11]([CH:12]=[O:13])=[CH:10][C:5]2[C:6]([CH3:9])=[N:7][O:8][C:4]=2[C:3]=1[F:14].[CH3:15][C@H:16]1[O:21][C@H:20]([CH3:22])[CH2:19][NH:18][CH2:17]1, predict the reaction product. The product is: [CH3:22][C@@H:20]1[CH2:19][N:18]([C:2]2[C:11]([CH:12]=[O:13])=[CH:10][C:5]3[C:6]([CH3:9])=[N:7][O:8][C:4]=3[C:3]=2[F:14])[CH2:17][C@@H:16]([CH3:15])[O:21]1. (3) Given the reactants [CH3:1][O:2][C:3]1[CH:4]=[C:5]([C:13]2[C:14]([C:19](Cl)=[O:20])=[CH:15][CH:16]=[CH:17][CH:18]=2)[CH:6]=[C:7]([O:11][CH3:12])[C:8]=1[O:9][CH3:10].[CH3:22][O:23][C:24](=[O:38])[CH2:25][C:26]1[S:27][C:28]([C:31]2[CH:36]=[CH:35][CH:34]=[CH:33][C:32]=2[NH2:37])=[CH:29][CH:30]=1, predict the reaction product. The product is: [CH3:22][O:23][C:24](=[O:38])[CH2:25][C:26]1[S:27][C:28]([C:31]2[CH:36]=[CH:35][CH:34]=[CH:33][C:32]=2[NH:37][C:19]([C:14]2[C:13]([C:5]3[CH:4]=[C:3]([O:2][CH3:1])[C:8]([O:9][CH3:10])=[C:7]([O:11][CH3:12])[CH:6]=3)=[CH:18][CH:17]=[CH:16][CH:15]=2)=[O:20])=[CH:29][CH:30]=1. (4) Given the reactants [Cl:1][C:2]1[CH:3]=[CH:4][C:5]([C:16]#[N:17])=[C:6]([NH:8][C:9]([C:11]2[CH:15]=[CH:14][NH:13][N:12]=2)=[O:10])[CH:7]=1.[CH2:18]([O:20][C:21]1[CH:29]=[CH:28][CH:27]=[CH:26][C:22]=1[C:23](Cl)=[O:24])[CH3:19], predict the reaction product. The product is: [Cl:1][C:2]1[CH:3]=[CH:4][C:5]([C:16]#[N:17])=[C:6]([NH:8][C:9]([C:11]2[CH:15]=[CH:14][N:13]([C:23](=[O:24])[C:22]3[CH:26]=[CH:27][CH:28]=[CH:29][C:21]=3[O:20][CH2:18][CH3:19])[N:12]=2)=[O:10])[CH:7]=1.